This data is from Peptide-MHC class II binding affinity with 134,281 pairs from IEDB. The task is: Regression. Given a peptide amino acid sequence and an MHC pseudo amino acid sequence, predict their binding affinity value. This is MHC class II binding data. The peptide sequence is HELQIVDKIDAAFKI. The MHC is DRB3_0202 with pseudo-sequence DRB3_0202. The binding affinity (normalized) is 0.185.